This data is from Catalyst prediction with 721,799 reactions and 888 catalyst types from USPTO. The task is: Predict which catalyst facilitates the given reaction. (1) Reactant: [N+:1]([NH:4][C:5]1[CH:10]=[CH:9][CH:8]=[CH:7][CH:6]=1)([O-])=O.[C:11](O)(=O)C.[N:15]([O-:17])=[O:16].[Na+]. Product: [N+:15]([C:7]1[CH:8]=[CH:9][CH:10]=[C:5]2[C:6]=1[CH:11]=[N:1][NH:4]2)([O-:17])=[O:16]. The catalyst class is: 6. (2) Reactant: F[C:2]1[CH:10]=[CH:9][C:8]([S:11]([CH3:14])(=[O:13])=[O:12])=[CH:7][C:3]=1[C:4]([OH:6])=[O:5].C(=O)([O-])[O-].[Cs+].[Cs+].[CH3:21][CH:22]([SH:24])[CH3:23].Cl. Product: [CH:22]([S:24][C:2]1[CH:10]=[CH:9][C:8]([S:11]([CH3:14])(=[O:13])=[O:12])=[CH:7][C:3]=1[C:4]([OH:6])=[O:5])([CH3:23])[CH3:21]. The catalyst class is: 80. (3) Reactant: [Br:1][C:2]1[CH:7]=[CH:6][N:5]=[C:4]2[NH:8][CH:9]=[CH:10][C:3]=12.CN(C=O)C.[H-].[Na+].Cl.[N:19]1[CH:24]=[CH:23][C:22]([CH2:25]Cl)=[CH:21][CH:20]=1. Product: [Br:1][C:2]1[CH:7]=[CH:6][N:5]=[C:4]2[N:8]([CH2:25][C:22]3[CH:23]=[CH:24][N:19]=[CH:20][CH:21]=3)[CH:9]=[CH:10][C:3]=12. The catalyst class is: 13. (4) Reactant: [C:1]([O:16][CH2:17][CH2:18][CH2:19][CH3:20])(=[O:15])[C:2]1[C:3](=[CH:11][CH:12]=[CH:13][CH:14]=1)[C:4](OCCCC)=O. Product: [C:1]([O:16][CH2:17][CH2:18][CH2:19][CH3:20])(=[O:15])[CH2:2][CH2:4][CH2:3][CH2:11][CH2:12][CH2:13][CH2:14][CH2:2][C:1]([O:16][CH2:17][CH2:18][CH2:19][CH3:20])=[O:15]. The catalyst class is: 8. (5) Reactant: [NH2:1][CH:2]1[CH2:7][CH2:6][CH:5]([C:8]([OH:10])=[O:9])[CH2:4][CH2:3]1.C(=O)([O-])[O-].[K+].[K+].[C:17](O[C:17]([O:19][C:20]([CH3:23])([CH3:22])[CH3:21])=[O:18])([O:19][C:20]([CH3:23])([CH3:22])[CH3:21])=[O:18].CC(C)=O. Product: [C:20]([O:19][C:17]([NH:1][CH:2]1[CH2:7][CH2:6][CH:5]([C:8]([OH:10])=[O:9])[CH2:4][CH2:3]1)=[O:18])([CH3:23])([CH3:22])[CH3:21]. The catalyst class is: 6.